This data is from Reaction yield outcomes from USPTO patents with 853,638 reactions. The task is: Predict the reaction yield, written as a fraction of the theoretical maximum amount of product (1.0 means a 100% yield; for example, 0.34 means a 34% yield). (1) The reactants are C([C:3]1[CH:19]=[CH:18][C:6]([O:7][C:8]2[CH:9]=[CH:10][C:11]3[B:15]([OH:16])[O:14][CH2:13][C:12]=3[CH:17]=2)=[CH:5][CH:4]=1)#N.[N-:20]=[N+:21]=[N-:22].[Na+].[Cl-].[NH4+].O.[CH3:27][N:28](C)C=O. No catalyst specified. The product is [OH:16][B:15]1[C:11]2[CH:10]=[CH:9][C:8]([O:7][C:6]3[CH:5]=[CH:4][C:3]([N:20]4[CH:27]=[N:28][N:22]=[N:21]4)=[CH:19][CH:18]=3)=[CH:17][C:12]=2[CH2:13][O:14]1. The yield is 0.230. (2) The reactants are C[Si]([C:5]#[C:6][C:7]1[CH:8]=[CH:9][C:10]([NH2:13])=[N:11][CH:12]=1)(C)C.C([O-])([O-])=O.[K+].[K+]. The catalyst is C1COCC1.CO. The product is [C:6]([C:7]1[CH:8]=[CH:9][C:10]([NH2:13])=[N:11][CH:12]=1)#[CH:5]. The yield is 0.730. (3) The reactants are Cl.[OH:2][CH:3]([CH2:31][OH:32])[CH2:4][O:5][C:6]1[CH:11]=[CH:10][C:9]([CH2:12][CH2:13][CH2:14][CH2:15][NH:16][C:17]([NH:19][C:20]([C:22]2[C:27]([NH2:28])=[N:26][C:25]([NH2:29])=[C:24]([Cl:30])[N:23]=2)=[O:21])=[NH:18])=[CH:8][CH:7]=1.CO.O.[C:36]1(C)[CH:41]=CC(S(O)(=O)=O)=C[CH:37]=1. The catalyst is CC(C)=O. The product is [CH3:37][C:36]1([CH3:41])[O:2][CH:3]([CH2:4][O:5][C:6]2[CH:7]=[CH:8][C:9]([CH2:12][CH2:13][CH2:14][CH2:15][NH:16][C:17]([NH:19][C:20]([C:22]3[C:27]([NH2:28])=[N:26][C:25]([NH2:29])=[C:24]([Cl:30])[N:23]=3)=[O:21])=[NH:18])=[CH:10][CH:11]=2)[CH2:31][O:32]1. The yield is 0.810. (4) The reactants are [F:1][C:2]1[CH:42]=[CH:41][CH:40]=[C:39]([F:43])[C:3]=1[C:4]([NH:6][C:7]1[CH:12]=[CH:11][CH:10]=[C:9]([C:13](=O)[CH2:14][C:15]2[CH:20]=[CH:19][N:18]=[C:17]([NH:21][C:22]3[CH:31]=[C:30]4[C:25]([CH2:26][CH2:27][N:28]([C:32](=[O:37])[C:33]([F:36])([F:35])[F:34])[CH2:29]4)=[CH:24][CH:23]=3)[N:16]=2)[CH:8]=1)=[O:5].BrBr.[N:46]1([CH2:52][CH2:53][NH:54][C:55]([NH2:57])=[S:56])[CH2:51][CH2:50][O:49][CH2:48][CH2:47]1.C(=O)([O-])[O-].[Mg+2]. The catalyst is O.CC(O)=O. The product is [F:43][C:39]1[CH:40]=[CH:41][CH:42]=[C:2]([F:1])[C:3]=1[C:4]([NH:6][C:7]1[CH:12]=[CH:11][CH:10]=[C:9]([C:13]2[N:57]=[C:55]([NH:54][CH2:53][CH2:52][N:46]3[CH2:47][CH2:48][O:49][CH2:50][CH2:51]3)[S:56][C:14]=2[C:15]2[CH:20]=[CH:19][N:18]=[C:17]([NH:21][C:22]3[CH:31]=[C:30]4[C:25]([CH2:26][CH2:27][N:28]([C:32](=[O:37])[C:33]([F:34])([F:36])[F:35])[CH2:29]4)=[CH:24][CH:23]=3)[N:16]=2)[CH:8]=1)=[O:5]. The yield is 0.480. (5) The reactants are [N+:1]([C:4]1[CH:5]=[C:6]([N:10]2[C:14](=[O:15])[N:13]([CH3:16])[N:12]=[N:11]2)[CH:7]=[CH:8][CH:9]=1)([O-])=O.C(OCC)(=O)C. The catalyst is CO.[Pd]. The product is [NH2:1][C:4]1[CH:5]=[C:6]([N:10]2[C:14](=[O:15])[N:13]([CH3:16])[N:12]=[N:11]2)[CH:7]=[CH:8][CH:9]=1. The yield is 0.640. (6) The reactants are [CH3:1][S:2](ON=C(Cl)C)(=O)=O.[N:10]1C=CC=CC=1.Cl.[CH2:17]([S:19]([C:22]1[CH:40]=[CH:39][C:25]([O:26][CH:27]2[CH2:31][CH2:30][N:29]([CH:32]3[CH2:37][CH2:36][NH:35][CH2:34][CH2:33]3)[C:28]2=[O:38])=[C:24]([F:41])[CH:23]=1)(=[O:21])=[O:20])[CH3:18].[CH3:42][C:43]#[N:44]. No catalyst specified. The product is [CH2:17]([S:19]([C:22]1[CH:40]=[CH:39][C:25]([O:26][CH:27]2[CH2:31][CH2:30][N:29]([CH:32]3[CH2:33][CH2:34][N:35]([C:1]4[S:2][N:10]=[C:43]([CH3:42])[N:44]=4)[CH2:36][CH2:37]3)[C:28]2=[O:38])=[C:24]([F:41])[CH:23]=1)(=[O:20])=[O:21])[CH3:18]. The yield is 0.492. (7) The reactants are Br[C:2]1[CH:3]=[C:4]([O:10][CH3:11])[C:5]([O:8][CH3:9])=[N:6][CH:7]=1.[CH3:12][O:13][C:14]1[CH:19]=[CH:18][C:17](B(O)O)=[CH:16][CH:15]=1. No catalyst specified. The product is [CH3:9][O:8][C:5]1[C:4]([O:10][CH3:11])=[CH:3][C:2]([C:17]2[CH:18]=[CH:19][C:14]([O:13][CH3:12])=[CH:15][CH:16]=2)=[CH:7][N:6]=1. The yield is 0.450. (8) The reactants are [F:1][C:2]([F:12])([F:11])[CH2:3][CH2:4][S:5][CH2:6][CH2:7][C:8](O)=[O:9].S(Cl)([Cl:15])=O. The catalyst is ClCCl. The product is [F:1][C:2]([F:12])([F:11])[CH2:3][CH2:4][S:5][CH2:6][CH2:7][C:8]([Cl:15])=[O:9]. The yield is 0.860. (9) The reactants are [NH2:1][C:2]1[NH:6][N:5]=[N:4][N:3]=1.S(=O)(=O)(O)O.[N:12]([O-])=O.[Na+].[NH2:16][C:17]1[CH:21]=[C:20]([CH3:22])[NH:19][N:18]=1. The catalyst is O.CC(O)=O. The product is [CH3:22][C:20]1[C:21](=[N:12][NH:1][C:2]2[N:3]=[N:4][NH:5][N:6]=2)[C:17]([NH2:16])=[N:18][N:19]=1. The yield is 0.0300. (10) The product is [Cl:1][CH2:2][CH2:3][CH2:4][S:5]([O:8][CH2:9][C:10]([CH3:22])([CH3:23])[C@@H:11]([O:14][CH2:15][C:16]1[CH:17]=[CH:18][CH:19]=[CH:20][CH:21]=1)[CH:12]=[O:26])(=[O:6])=[O:7]. The catalyst is ClCCl.C(O)C. The reactants are [Cl:1][CH2:2][CH2:3][CH2:4][S:5]([O:8][CH2:9][C:10]([CH3:23])([CH3:22])[C@@H:11]([O:14][CH2:15][C:16]1[CH:21]=[CH:20][CH:19]=[CH:18][CH:17]=1)[CH:12]=C)(=[O:7])=[O:6].O=O.[O:26]=[O+][O-].CSC. The yield is 0.600.